Task: Regression. Given a peptide amino acid sequence and an MHC pseudo amino acid sequence, predict their binding affinity value. This is MHC class II binding data.. Dataset: Peptide-MHC class II binding affinity with 134,281 pairs from IEDB (1) The peptide sequence is KFFSEGDWFSCMKMI. The MHC is DRB1_0101 with pseudo-sequence DRB1_0101. The binding affinity (normalized) is 0.433. (2) The peptide sequence is SELYLYKVVKIEPLGVAP. The MHC is HLA-DQA10101-DQB10501 with pseudo-sequence HLA-DQA10101-DQB10501. The binding affinity (normalized) is 0.535. (3) The peptide sequence is ELYYAIYKASPTLAF. The MHC is HLA-DPA10103-DPB10201 with pseudo-sequence HLA-DPA10103-DPB10201. The binding affinity (normalized) is 0.617.